From a dataset of Reaction yield outcomes from USPTO patents with 853,638 reactions. Predict the reaction yield, written as a fraction of the theoretical maximum amount of product (1.0 means a 100% yield; for example, 0.34 means a 34% yield). (1) The reactants are [Cl:1][C:2]1[N:3]=[C:4]([C:17]#[N:18])[NH:5][C:6]=1[C:7]1[CH:8]=[C:9]([CH:13]=[CH:14][C:15]=1[CH3:16])[C:10]([OH:12])=O.Cl.[NH:20]1[CH2:25][CH2:24][CH:23]([C:26]2[CH:33]=[CH:32][C:29]([C:30]#[N:31])=[CH:28][CH:27]=2)[CH2:22][CH2:21]1.CN(C(ON1N=NC2C=CC=CC1=2)=[N+](C)C)C.F[P-](F)(F)(F)(F)F.CCN(C(C)C)C(C)C. The catalyst is CN(C)C=O.CCOC(C)=O. The product is [Cl:1][C:2]1[N:3]=[C:4]([C:17]#[N:18])[NH:5][C:6]=1[C:7]1[CH:8]=[C:9]([C:10]([N:20]2[CH2:25][CH2:24][CH:23]([C:26]3[CH:27]=[CH:28][C:29]([C:30]#[N:31])=[CH:32][CH:33]=3)[CH2:22][CH2:21]2)=[O:12])[CH:13]=[CH:14][C:15]=1[CH3:16]. The yield is 0.250. (2) The reactants are Br[C:2]1[CH:7]=[CH:6][C:5]([C:8](=[C:17]2[CH2:23][CH2:22][CH2:21][CH2:20][CH2:19][CH2:18]2)[C:9]2[CH:14]=[CH:13][C:12]([OH:15])=[C:11]([F:16])[CH:10]=2)=[CH:4][CH:3]=1.[C:24]([O:28][CH2:29][CH3:30])(=[O:27])[CH:25]=[CH2:26].C(N(CC)CC)C.CN(C=O)C. The catalyst is Cl[Pd](Cl)([P](C1C=CC=CC=1)(C1C=CC=CC=1)C1C=CC=CC=1)[P](C1C=CC=CC=1)(C1C=CC=CC=1)C1C=CC=CC=1.CCOC(C)=O.O. The product is [F:16][C:11]1[CH:10]=[C:9]([C:8](=[C:17]2[CH2:23][CH2:22][CH2:21][CH2:20][CH2:19][CH2:18]2)[C:5]2[CH:6]=[CH:7][C:2](/[CH:26]=[CH:25]/[C:24]([O:28][CH2:29][CH3:30])=[O:27])=[CH:3][CH:4]=2)[CH:14]=[CH:13][C:12]=1[OH:15]. The yield is 0.700. (3) The yield is 1.00. The product is [C:1]([O:4][C@H:5]1[O:18][C@H:17]([CH2:19][O:20][C:21](=[O:23])[CH3:22])[C@@H:12]([O:13][C:14](=[O:16])[CH3:15])[C@H:7]([O:8][C:9](=[O:11])[CH3:10])[C@H:6]1[NH2:24])(=[O:3])[CH3:2]. The reactants are [C:1]([O:4][C@H:5]1[O:18][C@H:17]([CH2:19][O:20][C:21](=[O:23])[CH3:22])[C@@H:12]([O:13][C:14](=[O:16])[CH3:15])[C@H:7]([O:8][C:9](=[O:11])[CH3:10])[C@H:6]1[N:24]=[N+]=[N-])(=[O:3])[CH3:2]. The catalyst is CCOC(C)=O.[Pd]. (4) The reactants are [CH:1]1([S:4]([NH:7][C:8]([C@@:10]23[CH2:28][C@H:27]2[CH:26]=[CH:25][CH2:24][CH2:23][CH2:22][N:21]([CH:29]2[CH2:31][CH2:30]2)[CH2:20][C@H:19]([NH:32][C:33](=[O:39])[O:34][C:35]([CH3:38])([CH3:37])[CH3:36])[C:18](=[O:40])[N:17]2[C@@H:13]([CH2:14][C@@H:15]([O:41][Si](C(C)(C)C)(C)C)[CH2:16]2)[C:12](=[O:49])[NH:11]3)=[O:9])(=[O:6])=[O:5])[CH2:3][CH2:2]1.[F-].C([N+](CCCC)(CCCC)CCCC)CCC. The catalyst is C1COCC1. The product is [CH:1]1([S:4]([NH:7][C:8]([C@@:10]23[CH2:28][C@H:27]2[CH:26]=[CH:25][CH2:24][CH2:23][CH2:22][N:21]([CH:29]2[CH2:30][CH2:31]2)[CH2:20][C@H:19]([NH:32][C:33](=[O:39])[O:34][C:35]([CH3:36])([CH3:37])[CH3:38])[C:18](=[O:40])[N:17]2[C@@H:13]([CH2:14][C@@H:15]([OH:41])[CH2:16]2)[C:12](=[O:49])[NH:11]3)=[O:9])(=[O:5])=[O:6])[CH2:3][CH2:2]1. The yield is 0.940. (5) The reactants are [NH2:1][C:2]1[C:11]2[S:10](=[O:13])(=[O:12])[N:9]=[C:8]([C:14]3[C:15](=[O:30])[N:16]([NH:25][CH2:26][CH:27]([CH3:29])[CH3:28])[C:17]4[C:22]([C:23]=3[OH:24])=[CH:21][CH:20]=[CH:19][CH:18]=4)[NH:7][C:6]=2[CH:5]=[CH:4][C:3]=1[OH:31].[C:32]1(=O)[O:37][C:35](=[O:36])[CH:34]=[CH:33]1. The catalyst is N1C=CC=CC=1. The product is [OH:24][C:23]1[C:22]2[C:17](=[CH:18][CH:19]=[CH:20][CH:21]=2)[N:16]([NH:25][CH2:26][CH:27]([CH3:29])[CH3:28])[C:15](=[O:30])[C:14]=1[C:8]1[NH:7][C:6]2[CH:5]=[CH:4][C:3]3[O:31][C:32]([CH2:33][CH2:34][C:35]([OH:37])=[O:36])=[N:1][C:2]=3[C:11]=2[S:10](=[O:12])(=[O:13])[N:9]=1. The yield is 0.300. (6) The reactants are [Br:1][C:2]1[CH:11]=[CH:10][C:9]([CH:12]=[N:13]O)=[C:8]2[C:3]=1[CH:4]=[N:5][CH:6]=[N:7]2.C(P1(=O)OP(=O)(CCC)OP(=O)(CCC)O1)CC.O. The catalyst is CN(C=O)C. The product is [Br:1][C:2]1[CH:11]=[CH:10][C:9]([C:12]#[N:13])=[C:8]2[C:3]=1[CH:4]=[N:5][CH:6]=[N:7]2. The yield is 0.596.